From a dataset of Forward reaction prediction with 1.9M reactions from USPTO patents (1976-2016). Predict the product of the given reaction. (1) Given the reactants [C:1]([C:5]1[CH:10]=[CH:9][C:8]([CH2:11][CH2:12][C:13]([NH:15][C:16]2[CH:21]=[CH:20][C:19](I)=[CH:18][CH:17]=2)=[O:14])=[CH:7][CH:6]=1)([CH3:4])([CH3:3])[CH3:2].[OH:23][C:24]1[CH:25]=[C:26](B(O)O)[CH:27]=[CH:28][CH:29]=1.[F-].[Cs+].C(O)C, predict the reaction product. The product is: [C:1]([C:5]1[CH:10]=[CH:9][C:8]([CH2:11][CH2:12][C:13]([NH:15][C:16]2[CH:21]=[CH:20][C:19]([C:28]3[CH:27]=[CH:26][CH:25]=[C:24]([OH:23])[CH:29]=3)=[CH:18][CH:17]=2)=[O:14])=[CH:7][CH:6]=1)([CH3:4])([CH3:3])[CH3:2]. (2) Given the reactants Cl.[CH3:2][O:3][C:4]1[CH:5]=[C:6]([C:12]2[C:13]([CH3:25])([CH3:24])[C:14](=[O:23])[N:15]([CH:17]3[CH2:22][CH2:21][NH:20][CH2:19][CH2:18]3)[N:16]=2)[CH:7]=[CH:8][C:9]=1[O:10][CH3:11].[N:26]1[C:35]2[C:30](=[CH:31][CH:32]=[CH:33][N:34]=2)[CH:29]=[CH:28][C:27]=1[C:36](O)=[O:37], predict the reaction product. The product is: [CH3:2][O:3][C:4]1[CH:5]=[C:6]([C:12]2[C:13]([CH3:25])([CH3:24])[C:14](=[O:23])[N:15]([CH:17]3[CH2:22][CH2:21][N:20]([C:36]([C:27]4[CH:28]=[CH:29][C:30]5[C:35](=[N:34][CH:33]=[CH:32][CH:31]=5)[N:26]=4)=[O:37])[CH2:19][CH2:18]3)[N:16]=2)[CH:7]=[CH:8][C:9]=1[O:10][CH3:11]. (3) The product is: [CH:39]1([NH:45][C:17]([C:16]2[C:10]3[C:11](=[N:12][CH:13]=[C:8]([O:1][C:2]4[CH:7]=[CH:6][CH:5]=[CH:4][CH:3]=4)[N:9]=3)[N:14]([CH2:20][O:21][CH2:22][CH2:23][Si:24]([CH3:26])([CH3:27])[CH3:25])[CH:15]=2)=[O:18])[CH2:44][CH2:43][CH2:42][CH2:41][CH2:40]1. Given the reactants [O:1]([C:8]1[N:9]=[C:10]2[C:16]([C:17](O)=[O:18])=[CH:15][N:14]([CH2:20][O:21][CH2:22][CH2:23][Si:24]([CH3:27])([CH3:26])[CH3:25])[C:11]2=[N:12][CH:13]=1)[C:2]1[CH:7]=[CH:6][CH:5]=[CH:4][CH:3]=1.CN(C)CCCN=C=NCC.[CH:39]1([NH2:45])[CH2:44][CH2:43][CH2:42][CH2:41][CH2:40]1, predict the reaction product. (4) Given the reactants [N:1]([CH:4]1[C:10]2[CH:11]=[N:12][CH:13]=[CH:14][C:9]=2[CH2:8][CH2:7][C:6]2[CH:15]=[CH:16][CH:17]=[CH:18][C:5]1=2)=[C:2]=[S:3].[Cl:19][C:20]1[CH:21]=[C:22]([C:28]([OH:30])=[O:29])[CH:23]=[N:24][C:25]=1[NH:26][NH2:27], predict the reaction product. The product is: [Cl:19][C:20]1[CH:21]=[C:22]([C:28]([OH:30])=[O:29])[CH:23]=[N:24][C:25]=1[NH:26][NH:27][C:2]([NH:1][CH:4]1[C:10]2[CH:11]=[N:12][CH:13]=[CH:14][C:9]=2[CH2:8][CH2:7][C:6]2[CH:15]=[CH:16][CH:17]=[CH:18][C:5]1=2)=[S:3]. (5) Given the reactants [CH3:1][C:2]1[C:3]([C:26]2[CH:31]=[CH:30][CH:29]=[CH:28][CH:27]=2)=[N:4][C:5]2[C:10]([C:11]=1[C:12]([NH:14][N:15]([C:20]1[CH:25]=[CH:24][CH:23]=[CH:22][CH:21]=1)[C:16]([O:18][CH3:19])=[O:17])=[O:13])=[CH:9][CH:8]=[CH:7][CH:6]=2.[Li+].C[Si]([N-][Si](C)(C)C)(C)C.Cl[C:43]([O:45][CH3:46])=[O:44].C1C(=O)N([Br:54])C(=O)C1, predict the reaction product. The product is: [Br:54][CH2:1][C:2]1[C:3]([C:26]2[CH:31]=[CH:30][CH:29]=[CH:28][CH:27]=2)=[N:4][C:5]2[C:10]([C:11]=1[C:12]([N:14]([C:43]([O:45][CH3:46])=[O:44])[N:15]([C:20]1[CH:21]=[CH:22][CH:23]=[CH:24][CH:25]=1)[C:16]([O:18][CH3:19])=[O:17])=[O:13])=[CH:9][CH:8]=[CH:7][CH:6]=2. (6) Given the reactants [CH:1](=O)[CH2:2][CH2:3]/[CH:4]=[CH:5]/[CH2:6][CH2:7][CH2:8][CH2:9][CH3:10].[CH3:12][O:13][CH:14]([O:17][CH3:18])[CH2:15][NH2:16].[BH3-]C#N.[Na+].C(O)(C(F)(F)F)=O, predict the reaction product. The product is: [CH3:12][O:13][CH:14]([O:17][CH3:18])[CH2:15][NH:16][CH2:1][CH2:2][CH2:3]/[CH:4]=[CH:5]/[CH2:6][CH2:7][CH2:8][CH2:9][CH3:10].